This data is from Forward reaction prediction with 1.9M reactions from USPTO patents (1976-2016). The task is: Predict the product of the given reaction. Given the reactants C(OC(=O)[NH:7][C:8]1[C:13]2[CH2:14][O:15][CH2:16][C:12]=2[CH:11]=[CH:10][N:9]=1)(C)(C)C, predict the reaction product. The product is: [CH2:16]1[C:12]2[CH:11]=[CH:10][N:9]=[C:8]([NH2:7])[C:13]=2[CH2:14][O:15]1.